Dataset: Reaction yield outcomes from USPTO patents with 853,638 reactions. Task: Predict the reaction yield, written as a fraction of the theoretical maximum amount of product (1.0 means a 100% yield; for example, 0.34 means a 34% yield). The reactants are [CH3:1][O:2][C:3]1[CH:4]=[C:5]2[C:9](=[CH:10][CH:11]=1)[N:8]([CH3:12])[CH:7]=[C:6]2[C:13]1[N:30]([CH2:31][O:32][CH2:33][CH2:34][Si:35]([CH3:38])([CH3:37])[CH3:36])[C:16]2=[N:17][CH:18]=[C:19]([NH:21][NH:22]C(OC(C)(C)C)=O)[N:20]=[C:15]2[CH:14]=1.O1CCOCC1.Cl. The catalyst is CCOC(C)=O. The product is [NH:21]([C:19]1[N:20]=[C:15]2[CH:14]=[C:13]([C:6]3[C:5]4[C:9](=[CH:10][CH:11]=[C:3]([O:2][CH3:1])[CH:4]=4)[N:8]([CH3:12])[CH:7]=3)[N:30]([CH2:31][O:32][CH2:33][CH2:34][Si:35]([CH3:36])([CH3:38])[CH3:37])[C:16]2=[N:17][CH:18]=1)[NH2:22]. The yield is 0.840.